This data is from Peptide-MHC class I binding affinity with 185,985 pairs from IEDB/IMGT. The task is: Regression. Given a peptide amino acid sequence and an MHC pseudo amino acid sequence, predict their binding affinity value. This is MHC class I binding data. (1) The peptide sequence is LNASQYANC. The MHC is HLA-A02:01 with pseudo-sequence HLA-A02:01. The binding affinity (normalized) is 0. (2) The peptide sequence is VTAACSHAGK. The MHC is HLA-A11:01 with pseudo-sequence HLA-A11:01. The binding affinity (normalized) is 0.423.